Dataset: Peptide-MHC class I binding affinity with 185,985 pairs from IEDB/IMGT. Task: Regression. Given a peptide amino acid sequence and an MHC pseudo amino acid sequence, predict their binding affinity value. This is MHC class I binding data. (1) The peptide sequence is FVDGVPFVV. The MHC is HLA-A01:01 with pseudo-sequence HLA-A01:01. The binding affinity (normalized) is 0.330. (2) The peptide sequence is LLDPLYFEV. The binding affinity (normalized) is 1.00. The MHC is HLA-A02:19 with pseudo-sequence HLA-A02:19. (3) The peptide sequence is FLLMDALKL. The MHC is HLA-A69:01 with pseudo-sequence HLA-A69:01. The binding affinity (normalized) is 0.435.